This data is from Reaction yield outcomes from USPTO patents with 853,638 reactions. The task is: Predict the reaction yield, written as a fraction of the theoretical maximum amount of product (1.0 means a 100% yield; for example, 0.34 means a 34% yield). (1) The reactants are [CH3:1][C:2]1([CH3:8])[O:7][CH2:6][CH2:5][NH:4][CH2:3]1.[C:9]([O:13][C:14]([N:16]1[CH2:19][C:18](=O)[CH2:17]1)=[O:15])([CH3:12])([CH3:11])[CH3:10].C(O[BH-](OC(=O)C)OC(=O)C)(=O)C.[Na+]. The catalyst is ClCCCl.C(Cl)Cl. The product is [C:9]([O:13][C:14]([N:16]1[CH2:19][CH:18]([N:4]2[CH2:5][CH2:6][O:7][C:2]([CH3:8])([CH3:1])[CH2:3]2)[CH2:17]1)=[O:15])([CH3:12])([CH3:10])[CH3:11]. The yield is 0.810. (2) The reactants are [C:1]([O:5][C:6]([N:8]([CH2:32][C:33]1[CH:38]=[CH:37][C:36]([O:39][CH3:40])=[C:35]([O:41][CH3:42])[CH:34]=1)[C:9]1[N:14]2[N:15]=[C:16]([C:18]3[O:19][CH:20]=[CH:21][CH:22]=3)[N:17]=[C:13]2[CH:12]=[C:11]([CH2:23][O:24][Si](C(C)(C)C)(C)C)[N:10]=1)=[O:7])([CH3:4])([CH3:3])[CH3:2].[F-].C([N+](CCCC)(CCCC)CCCC)CCC.CCCCCC.C(OCC)(=O)C. The catalyst is C1COCC1. The product is [C:1]([O:5][C:6]([N:8]([CH2:32][C:33]1[CH:38]=[CH:37][C:36]([O:39][CH3:40])=[C:35]([O:41][CH3:42])[CH:34]=1)[C:9]1[N:14]2[N:15]=[C:16]([C:18]3[O:19][CH:20]=[CH:21][CH:22]=3)[N:17]=[C:13]2[CH:12]=[C:11]([CH2:23][OH:24])[N:10]=1)=[O:7])([CH3:4])([CH3:3])[CH3:2]. The yield is 0.800. (3) The reactants are [Cl:1][C:2]1[CH:3]=[CH:4][C:5]([O:12][CH2:13][CH2:14][C:15]([N:17]2[CH2:22][CH2:21][C:20]([CH2:24][C:25]3[CH:30]=[CH:29][C:28]([F:31])=[CH:27][CH:26]=3)([OH:23])[C:19]([CH3:33])([CH3:32])[CH2:18]2)=O)=[C:6]([NH:8][C:9]([NH2:11])=[O:10])[CH:7]=1. The catalyst is C1COCC1.CO. The product is [Cl:1][C:2]1[CH:3]=[CH:4][C:5]([O:12][CH2:13][CH2:14][CH2:15][N:17]2[CH2:22][CH2:21][C:20]([CH2:24][C:25]3[CH:30]=[CH:29][C:28]([F:31])=[CH:27][CH:26]=3)([OH:23])[C:19]([CH3:33])([CH3:32])[CH2:18]2)=[C:6]([NH:8][C:9]([NH2:11])=[O:10])[CH:7]=1. The yield is 0.440.